Dataset: Forward reaction prediction with 1.9M reactions from USPTO patents (1976-2016). Task: Predict the product of the given reaction. Given the reactants [ClH:1].C([N:9]1[CH2:14][CH2:13][CH:12]=[C:11]([C:15]2[CH:30]=[CH:29][C:18]([O:19][C:20]3[CH:28]=[CH:27][C:23]([C:24]([NH2:26])=[O:25])=[CH:22][N:21]=3)=[CH:17][CH:16]=2)[CH2:10]1)C1C=CC=CC=1, predict the reaction product. The product is: [ClH:1].[NH:9]1[CH2:14][CH2:13][CH2:12][CH:11]([C:15]2[CH:16]=[CH:17][C:18]([O:19][C:20]3[CH:28]=[CH:27][C:23]([C:24]([NH2:26])=[O:25])=[CH:22][N:21]=3)=[CH:29][CH:30]=2)[CH2:10]1.